From a dataset of Full USPTO retrosynthesis dataset with 1.9M reactions from patents (1976-2016). Predict the reactants needed to synthesize the given product. Given the product [CH3:22][N:21]([CH3:23])[CH:18]1[CH2:19][CH2:20][CH:15]([NH:14][C:12]2[C:11]3[C:10]4[CH2:9][CH2:8][CH2:7][C:6]=4[S:5][C:4]=3[N:3]=[C:2]([NH2:26])[N:13]=2)[CH2:16][CH2:17]1, predict the reactants needed to synthesize it. The reactants are: Cl[C:2]1[N:13]=[C:12]([NH:14][CH:15]2[CH2:20][CH2:19][CH:18]([N:21]([CH3:23])[CH3:22])[CH2:17][CH2:16]2)[C:11]2[C:10]3[CH2:9][CH2:8][CH2:7][C:6]=3[S:5][C:4]=2[N:3]=1.CO.[NH3:26].